Dataset: Full USPTO retrosynthesis dataset with 1.9M reactions from patents (1976-2016). Task: Predict the reactants needed to synthesize the given product. Given the product [NH2:7][C@@H:8]([CH:9]([CH3:11])[CH3:10])[C:12]([NH:13][O:14][CH3:15])=[O:16], predict the reactants needed to synthesize it. The reactants are: C(OC(=O)[NH:7][C@H:8]([C:12](=[O:16])[NH:13][O:14][CH3:15])[CH:9]([CH3:11])[CH3:10])(C)(C)C.S(=O)(=O)(O)O.